This data is from Ames mutagenicity test results for genotoxicity prediction. The task is: Regression/Classification. Given a drug SMILES string, predict its toxicity properties. Task type varies by dataset: regression for continuous values (e.g., LD50, hERG inhibition percentage) or binary classification for toxic/non-toxic outcomes (e.g., AMES mutagenicity, cardiotoxicity, hepatotoxicity). Dataset: ames. (1) The molecule is O=C(CCl)Nc1snc2cc(Cl)ccc12. The result is 1 (mutagenic). (2) The compound is O=C(Cn1ccnc1[N+](=O)[O-])NCc1ccccc1. The result is 1 (mutagenic). (3) The compound is CC(=O)Nc1nc(-c2ccc([N+](=O)[O-])o2)cs1. The result is 1 (mutagenic). (4) The molecule is CCN(CC)c1cccc(O)c1. The result is 1 (mutagenic). (5) The compound is OCC1=CCN2CC[C@@H](O)[C@@H]12. The result is 0 (non-mutagenic). (6) The drug is Oc1ccc(/C=N/c2snc3c(Cl)cc(Cl)cc23)cc1. The result is 1 (mutagenic). (7) The result is 0 (non-mutagenic). The compound is O=C(COc1cc(Cl)c(Cl)cc1Cl)NC(Cc1c[nH]c2ccccc12)C(=O)O. (8) The drug is CCOS(=O)(=O)c1ccc(C)cc1. The result is 1 (mutagenic).